The task is: Binary Classification. Given a drug SMILES string, predict its activity (active/inactive) in a high-throughput screening assay against a specified biological target.. This data is from M1 muscarinic receptor antagonist screen with 61,756 compounds. (1) The molecule is S(=O)(=O)(N(c1cc(ccc1)C)C)c1cc2[nH]c(=O)c(=O)[nH]c2cc1. The result is 0 (inactive). (2) The molecule is S(=O)(=O)(N(c1ccc(OCc2oc(nn2)c2ccccc2)cc1)C)c1ccccc1. The result is 0 (inactive). (3) The compound is O=c1[nH]c(c2CCCc2c1C#N)CC(C)C. The result is 0 (inactive). (4) The result is 0 (inactive). The compound is S(c1n(CCOC)c(nn1)c1ccc(OC)cc1)CC(=O)Nc1sc(c(n1)C)C(OCC)=O.